Dataset: Reaction yield outcomes from USPTO patents with 853,638 reactions. Task: Predict the reaction yield, written as a fraction of the theoretical maximum amount of product (1.0 means a 100% yield; for example, 0.34 means a 34% yield). (1) The reactants are C[Mg]Br.[CH:4]([OH:7])([CH3:6])[CH3:5].[CH2:8]1[CH:16]2[CH:11]([CH:12]3[CH2:17]C2C[C:13]3=O)[CH2:10][CH2:9]1.C(O)(=O)C. The catalyst is O1CCCC1. The product is [CH3:5][C:4]1([OH:7])[CH2:13][CH:12]2[CH2:17][CH:6]1[CH:10]1[CH:11]2[CH2:16][CH2:8][CH2:9]1. The yield is 0.900. (2) The reactants are [Si]([O:8][CH2:9][C:10]1[N:11]([CH2:19][CH2:20][C:21]([O:23][CH3:24])=[O:22])[C:12]2[C:17]([CH:18]=1)=[CH:16][CH:15]=[CH:14][CH:13]=2)(C(C)(C)C)(C)C.[F-].C([N+](CCCC)(CCCC)CCCC)CCC. The catalyst is C1COCC1.CCOCC. The product is [OH:8][CH2:9][C:10]1[N:11]([CH2:19][CH2:20][C:21]([O:23][CH3:24])=[O:22])[C:12]2[C:17]([CH:18]=1)=[CH:16][CH:15]=[CH:14][CH:13]=2. The yield is 0.950.